From a dataset of Reaction yield outcomes from USPTO patents with 853,638 reactions. Predict the reaction yield, written as a fraction of the theoretical maximum amount of product (1.0 means a 100% yield; for example, 0.34 means a 34% yield). (1) The reactants are [CH3:1][Si](Cl)(C)C.[N+:6]([C:9]1[CH:10]=[C:11]([CH2:15][C:16]([OH:18])=[O:17])[CH:12]=[CH:13][CH:14]=1)([O-:8])=[O:7]. The catalyst is CO. The product is [CH3:1][O:17][C:16](=[O:18])[CH2:15][C:11]1[CH:12]=[CH:13][CH:14]=[C:9]([N+:6]([O-:8])=[O:7])[CH:10]=1. The yield is 1.00. (2) The product is [Cl:50][C:47]1[CH:46]=[CH:45][C:44]([CH2:43][NH:42][CH2:41][C@@H:40]([C@:23]23[CH2:35][C:34](=[O:36])[C:33]([CH:37]([CH3:38])[CH3:39])=[C:24]2[C@@H:25]2[C@@:20]([CH3:59])([CH2:21][CH2:22]3)[C@@:19]3([CH3:60])[C@@H:28]([C@:29]4([CH3:32])[C@@H:16]([CH2:17][CH2:18]3)[C:15]([CH3:61])([CH3:62])[C@@H:14]([O:13][C:11](=[O:12])[CH2:10][C:2]([CH3:1])([CH3:63])[C:3]([OH:5])=[O:4])[CH2:31][CH2:30]4)[CH2:27][CH2:26]2)[OH:58])=[CH:49][CH:48]=1. The catalyst is C(Cl)Cl. The reactants are [CH3:1][C:2]([CH3:63])([CH2:10][C:11]([O:13][C@H:14]1[CH2:31][CH2:30][C@@:29]2([CH3:32])[C@@H:16]([CH2:17][CH2:18][C@:19]3([CH3:60])[C@@H:28]2[CH2:27][CH2:26][C@H:25]2[C@@:20]3([CH3:59])[CH2:21][CH2:22][C@@:23]3([C@@H:40]([OH:58])[CH2:41][N:42](C(OC(C)(C)C)=O)[CH2:43][C:44]4[CH:49]=[CH:48][C:47]([Cl:50])=[CH:46][CH:45]=4)[CH2:35][C:34](=[O:36])[C:33]([CH:37]([CH3:39])[CH3:38])=[C:24]32)[C:15]1([CH3:62])[CH3:61])=[O:12])[C:3]([O:5]C(C)(C)C)=[O:4].C(O)(C(F)(F)F)=O. The yield is 0.404. (3) The reactants are C[O:2][C:3](=O)[CH:4]([CH3:18])[CH2:5][NH:6][C:7]1[C:12]([N+:13]([O-])=O)=[CH:11][CH:10]=[C:9]([O:16][CH3:17])[N:8]=1.C(O)(=O)C.C(=O)([O-])O.[Na+]. The catalyst is C(O)C.[Fe]. The product is [CH3:17][O:16][C:9]1[CH:10]=[CH:11][C:12]2[NH:13][C:3](=[O:2])[CH:4]([CH3:18])[CH2:5][NH:6][C:7]=2[N:8]=1. The yield is 0.960. (4) The catalyst is C1COCC1. The yield is 0.840. The reactants are [O:1]1[CH2:6][CH2:5][N:4]([C:7]2[CH:8]=[N:9][C:10]3[C:15]([N:16]=2)=[CH:14][C:13]([O:17][C:18]2[CH:24]=[CH:23][C:21]([NH2:22])=[CH:20][CH:19]=2)=[CH:12][CH:11]=3)[CH2:3][CH2:2]1.CCN(C(C)C)C(C)C.[Cl:34][C:35]1[CH:40]=[CH:39][CH:38]=[C:37]([N:41]=[C:42]=[O:43])[CH:36]=1. The product is [Cl:34][C:35]1[CH:36]=[C:37]([NH:41][C:42]([NH:22][C:21]2[CH:23]=[CH:24][C:18]([O:17][C:13]3[CH:14]=[C:15]4[C:10](=[CH:11][CH:12]=3)[N:9]=[CH:8][C:7]([N:4]3[CH2:5][CH2:6][O:1][CH2:2][CH2:3]3)=[N:16]4)=[CH:19][CH:20]=2)=[O:43])[CH:38]=[CH:39][CH:40]=1. (5) The reactants are C[N:2](C)/[CH:3]=[C:4](\[CH3:10])/[C:5]([O:7][CH2:8][CH3:9])=[O:6].[NH:12]([C:14]1[CH:19]=[C:18]([C:20]#[N:21])[CH:17]=[CH:16][N:15]=1)N. The catalyst is CC(O)=O.CCO. The product is [C:20]([C:18]1[CH:17]=[CH:16][N:15]=[C:14]([NH:12][NH:2]/[CH:3]=[C:4](\[CH3:10])/[C:5]([O:7][CH2:8][CH3:9])=[O:6])[CH:19]=1)#[N:21]. The yield is 0.620.